Dataset: Reaction yield outcomes from USPTO patents with 853,638 reactions. Task: Predict the reaction yield, written as a fraction of the theoretical maximum amount of product (1.0 means a 100% yield; for example, 0.34 means a 34% yield). (1) The reactants are [NH2:1][C:2]1[CH:28]=[CH:27][C:5]([O:6][C:7]2[CH:12]=[CH:11][N:10]=[C:9]([NH:13][C:14]([N:16]3[CH2:21][CH2:20][N:19]([CH:22]4[CH2:25][N:24]([CH3:26])[CH2:23]4)[CH2:18][CH2:17]3)=[O:15])[CH:8]=2)=[CH:4][CH:3]=1.[F:29][C:30]1[CH:35]=[CH:34][C:33]([CH2:36][C:37]([N:39]=[C:40]=[O:41])=[O:38])=[CH:32][CH:31]=1.C(OCC)C. The catalyst is O1CCCC1.C(OCC)(=O)C. The product is [F:29][C:30]1[CH:31]=[CH:32][C:33]([CH2:36][C:37]([NH:39][C:40](=[O:41])[NH:1][C:2]2[CH:28]=[CH:27][C:5]([O:6][C:7]3[CH:12]=[CH:11][N:10]=[C:9]([NH:13][C:14]([N:16]4[CH2:21][CH2:20][N:19]([CH:22]5[CH2:23][N:24]([CH3:26])[CH2:25]5)[CH2:18][CH2:17]4)=[O:15])[CH:8]=3)=[CH:4][CH:3]=2)=[O:38])=[CH:34][CH:35]=1. The yield is 0.480. (2) The catalyst is CO.O.C1COCC1. The reactants are O.[OH-].[Li+].[C:4]([CH2:6][C:7]1([N:22]2[CH:26]=[C:25]([C:27]3[CH:32]=[CH:31][N:30]=[C:29]4[NH:33][CH:34]=[CH:35][C:28]=34)[CH:24]=[N:23]2)[CH2:10][N:9]([C:11]2[CH:20]=[CH:19][C:14]([C:15]([O:17]C)=[O:16])=[CH:13][C:12]=2[F:21])[CH2:8]1)#[N:5].Cl. The yield is 0.520. The product is [C:4]([CH2:6][C:7]1([N:22]2[CH:26]=[C:25]([C:27]3[CH:32]=[CH:31][N:30]=[C:29]4[NH:33][CH:34]=[CH:35][C:28]=34)[CH:24]=[N:23]2)[CH2:10][N:9]([C:11]2[CH:20]=[CH:19][C:14]([C:15]([OH:17])=[O:16])=[CH:13][C:12]=2[F:21])[CH2:8]1)#[N:5]. (3) The reactants are [C:1]([O:4][CH2:5][C:6]([CH3:19])([CH3:18])[CH2:7][O:8][C:9]1[CH:14]=[CH:13][CH:12]=[C:11]([NH2:15])[C:10]=1[C:16]#[N:17])(=[O:3])[CH3:2].[S:20](Cl)(=[O:23])(=[O:22])[NH2:21]. No catalyst specified. The product is [C:1]([O:4][CH2:5][C:6]([CH3:19])([CH3:18])[CH2:7][O:8][C:9]1[CH:14]=[CH:13][CH:12]=[C:11]([NH:15][S:20](=[O:23])(=[O:22])[NH2:21])[C:10]=1[C:16]#[N:17])(=[O:3])[CH3:2]. The yield is 0.600. (4) The reactants are [C:1]1([N:7]2[C:19]3[CH:18]=[CH:17][C:16]([C:20]4[CH:21]=[CH:22][C:23]5[NH:24][C:25]6[C:30]([C:31]=5[CH:32]=4)=[CH:29][CH:28]=[CH:27][CH:26]=6)=[CH:15][C:14]=3[C:13]3[C:8]2=[CH:9][CH:10]=[CH:11][CH:12]=3)[CH:6]=[CH:5][CH:4]=[CH:3][CH:2]=1.FC(F)(F)S(O[C:39]1[CH:40]=[CH:41][C:42]2[C:43]3[C:48]([C:49]4[CH:50]=[CH:51][CH:52]=[CH:53][C:54]=4[C:55]=2[CH:56]=1)=[CH:47][C:46]1=[CH:57][C:58]2[C:63]([C:62]4([C:75]5[CH:74]=[CH:73][CH:72]=[CH:71][C:70]=5[C:69]5[C:64]4=[CH:65][CH:66]=[CH:67][CH:68]=5)[CH:61]=[CH:60][CH:59]=2)=[C:45]1[CH:44]=3)(=O)=O.C(=O)([O-])[O-].[K+].[K+].C1(C)C=CC=CC=1. The catalyst is C([O-])(=O)C.[Pd+2].C([O-])(=O)C.C1C=CC(P(C2C(C3C(P(C4C=CC=CC=4)C4C=CC=CC=4)=CC=C4C=3C=CC=C4)=C3C(C=CC=C3)=CC=2)C2C=CC=CC=2)=CC=1.CO. The product is [C:1]1([N:7]2[C:19]3[CH:18]=[CH:17][C:16]([C:20]4[CH:21]=[CH:22][C:23]5[N:24]([C:39]6[CH:40]=[CH:41][C:42]7[C:43]8[C:48]([C:49]9[CH:50]=[CH:51][CH:52]=[CH:53][C:54]=9[C:55]=7[CH:56]=6)=[CH:47][C:46]6=[CH:57][C:58]7[C:63]([C:62]9([C:64]%10[CH:65]=[CH:66][CH:67]=[CH:68][C:69]=%10[C:70]%10[C:75]9=[CH:74][CH:73]=[CH:72][CH:71]=%10)[CH:61]=[CH:60][CH:59]=7)=[C:45]6[CH:44]=8)[C:25]6[C:30]([C:31]=5[CH:32]=4)=[CH:29][CH:28]=[CH:27][CH:26]=6)=[CH:15][C:14]=3[C:13]3[C:8]2=[CH:9][CH:10]=[CH:11][CH:12]=3)[CH:6]=[CH:5][CH:4]=[CH:3][CH:2]=1. The yield is 0.670. (5) The product is [Cl:20][C:21]1[CH:22]=[C:23]([CH:26]=[CH:27][CH:28]=1)[CH2:24][NH:1][C:2]1[CH:10]=[CH:9][CH:8]=[C:7]2[C:3]=1[CH2:4][N:5]([CH:12]1[CH2:17][CH2:16][C:15](=[O:18])[NH:14][C:13]1=[O:19])[C:6]2=[O:11]. The reactants are [NH2:1][C:2]1[CH:10]=[CH:9][CH:8]=[C:7]2[C:3]=1[CH2:4][N:5]([CH:12]1[CH2:17][CH2:16][C:15](=[O:18])[NH:14][C:13]1=[O:19])[C:6]2=[O:11].[Cl:20][C:21]1[CH:22]=[C:23]([CH:26]=[CH:27][CH:28]=1)[CH:24]=O.C(O[BH-](OC(=O)C)OC(=O)C)(=O)C.[Na+].C(Cl)Cl.CO. The yield is 0.310. The catalyst is C(O)(=O)C.C(Cl)Cl. (6) The reactants are [NH:1]1[C:9]2[C:4](=[CH:5][CH:6]=[CH:7][CH:8]=2)[CH2:3][C:2]1=[O:10].[NH:11]1[C:19]2[C:14](=[CH:15][C:16]([CH:20]=O)=[CH:17][CH:18]=2)[CH:13]=[N:12]1.N1CCCCC1. The catalyst is CCO. The product is [NH:11]1[C:19]2[C:14](=[CH:15][C:16](/[CH:20]=[C:3]3/[C:2](=[O:10])[NH:1][C:9]4[C:4]/3=[CH:5][CH:6]=[CH:7][CH:8]=4)=[CH:17][CH:18]=2)[CH:13]=[N:12]1. The yield is 0.0760. (7) The reactants are [Br:1][C:2]1[CH:3]=[CH:4][C:5]([F:20])=[C:6]([C@@:8]2([CH3:19])[NH:13][C:12](=S)[C:11]([CH3:16])([CH3:15])[S:10](=[O:18])(=[O:17])[CH2:9]2)[CH:7]=1.[NH3:21]. No catalyst specified. The product is [Br:1][C:2]1[CH:3]=[CH:4][C:5]([F:20])=[C:6]([C@:8]2([CH3:19])[CH2:9][S:10](=[O:18])(=[O:17])[C:11]([CH3:16])([CH3:15])[C:12]([NH2:21])=[N:13]2)[CH:7]=1. The yield is 0.818. (8) The reactants are C([Li])CCC.[Br-].[OH:7][C:8]1[CH:33]=[CH:32][CH:31]=[CH:30][C:9]=1[CH2:10][P+](C1C=CC=CC=1)(C1C=CC=CC=1)C1C=CC=CC=1.[C:34]([C:36]1[CH:54]=[CH:53][C:39]([CH2:40][CH:41]([CH:51]=O)[CH2:42][CH2:43][CH2:44][CH2:45][C:46]([O:48][CH2:49][CH3:50])=[O:47])=[CH:38][CH:37]=1)#[N:35].[Cl-].[NH4+]. The catalyst is CCCCCC.C1COCC1. The product is [C:34]([C:36]1[CH:54]=[CH:53][C:39]([CH2:40][CH:41](/[CH:51]=[CH:10]/[C:9]2[CH:30]=[CH:31][CH:32]=[CH:33][C:8]=2[OH:7])[CH2:42][CH2:43][CH2:44][CH2:45][C:46]([O:48][CH2:49][CH3:50])=[O:47])=[CH:38][CH:37]=1)#[N:35]. The yield is 0.320. (9) The reactants are [CH3:1][O:2][C:3]1[CH:11]=[CH:10][C:6]([C:7]([OH:9])=O)=[CH:5][C:4]=1[S:12](=[O:21])(=[O:20])[NH:13][C:14]1[CH:15]=[N:16][CH:17]=[CH:18][CH:19]=1.CN(C(O[N:30]1N=N[C:32]2C=CC=N[C:31]1=2)=[N+](C)C)C.F[P-](F)(F)(F)(F)F.CCN(C(C)C)C(C)C.Cl.C(N)C. The catalyst is C(Cl)Cl. The product is [CH2:31]([NH:30][C:7](=[O:9])[C:6]1[CH:10]=[CH:11][C:3]([O:2][CH3:1])=[C:4]([S:12](=[O:21])(=[O:20])[NH:13][C:14]2[CH:15]=[N:16][CH:17]=[CH:18][CH:19]=2)[CH:5]=1)[CH3:32]. The yield is 0.300.